From a dataset of Reaction yield outcomes from USPTO patents with 853,638 reactions. Predict the reaction yield, written as a fraction of the theoretical maximum amount of product (1.0 means a 100% yield; for example, 0.34 means a 34% yield). The reactants are [H-].[Na+].[Br:3][C:4]1[CH:9]=[CH:8][C:7]([C:10]2[C:14]3[CH:15]=[CH:16][C:17]([OH:19])=[CH:18][C:13]=3[S:12][N:11]=2)=[CH:6][CH:5]=1.Br[CH2:21][C:22]([O:24][C:25]([CH3:28])([CH3:27])[CH3:26])=[O:23].OS([O-])(=O)=O.[K+]. The catalyst is C1COCC1. The product is [C:25]([O:24][C:22](=[O:23])[CH2:21][O:19][C:17]1[CH:16]=[CH:15][C:14]2[C:10]([C:7]3[CH:6]=[CH:5][C:4]([Br:3])=[CH:9][CH:8]=3)=[N:11][S:12][C:13]=2[CH:18]=1)([CH3:28])([CH3:27])[CH3:26]. The yield is 0.900.